This data is from Catalyst prediction with 721,799 reactions and 888 catalyst types from USPTO. The task is: Predict which catalyst facilitates the given reaction. (1) Reactant: [Br:1][C:2]1[CH:8]=[CH:7][C:6]([F:9])=[CH:5][C:3]=1[NH2:4].[N+]([C:13]1[CH:14]=C(S(O)(=O)=O)C=[CH:17][CH:18]=1)([O-])=O.P(=O)(O)(O)O.C(=O)/C=C/C.O.N. Product: [Br:1][C:2]1[CH:8]=[CH:7][C:6]([F:9])=[C:5]2[C:3]=1[N:4]=[C:18]([CH3:17])[CH:13]=[CH:14]2. The catalyst class is: 6. (2) Reactant: [O:1]=[C:2]1[CH2:7][CH2:6][CH2:5][CH2:4][C:3]1=[CH:8][O-].[Na+].[C:11]([CH2:13][C:14]([NH2:16])=[O:15])#[N:12].N1CCCCC1. Product: [OH:1][C:2]12[NH:16][C:14](=[O:15])[CH:13]([C:11]#[N:12])[CH:8]=[C:3]1[CH2:4][CH2:5][CH2:6][CH2:7]2. The catalyst class is: 6.